From a dataset of Full USPTO retrosynthesis dataset with 1.9M reactions from patents (1976-2016). Predict the reactants needed to synthesize the given product. (1) Given the product [Cl:1][C:2]1[CH:3]=[CH:4][C:5]([C:8]2[S:9][C:10]([C:19]([OH:21])=[O:20])=[C:11]([CH3:13])[CH:12]=2)=[CH:6][CH:7]=1, predict the reactants needed to synthesize it. The reactants are: [Cl:1][C:2]1[CH:7]=[CH:6][C:5]([C:8]2[S:9][CH:10]=[C:11]([CH3:13])[CH:12]=2)=[CH:4][CH:3]=1.[Li]C(C)(C)C.[C:19](=[O:21])=[O:20]. (2) Given the product [Cl:38][C:35]1[S:34][C:33]([S:30]([NH:29][C:19]2[C:20]3[C:25](=[CH:24][CH:23]=[CH:22][C:21]=3[CH:26]([OH:28])[CH3:27])[N:17]([CH2:16][C:12]3[CH:11]=[C:10]([CH2:9][NH:8][C:44](=[O:45])[C:43]([OH:42])([CH3:48])[CH3:47])[CH:15]=[CH:14][CH:13]=3)[N:18]=2)(=[O:32])=[O:31])=[CH:37][CH:36]=1, predict the reactants needed to synthesize it. The reactants are: C(N(CC)CC)C.[NH2:8][CH2:9][C:10]1[CH:11]=[C:12]([CH2:16][N:17]2[C:25]3[C:20](=[C:21]([CH:26]([OH:28])[CH3:27])[CH:22]=[CH:23][CH:24]=3)[C:19]([NH:29][S:30]([C:33]3[S:34][C:35]([Cl:38])=[CH:36][CH:37]=3)(=[O:32])=[O:31])=[N:18]2)[CH:13]=[CH:14][CH:15]=1.C([O:42][C:43]([CH3:48])([CH3:47])[C:44](Cl)=[O:45])(=O)C.C(=O)([O-])[O-].[K+].[K+]. (3) Given the product [CH3:1][O:2][C:3]1[CH:4]=[CH:5][C:6]([C:9]([C:11]2[CH:12]=[N:13][CH:14]=[CH:15][CH:16]=2)=[O:10])=[CH:7][CH:8]=1, predict the reactants needed to synthesize it. The reactants are: [CH3:1][O:2][C:3]1[CH:8]=[CH:7][C:6]([CH:9]([C:11]2[CH:12]=[N:13][CH:14]=[CH:15][CH:16]=2)[OH:10])=[CH:5][CH:4]=1.CN1C(C(C2C=CC=CN=2)O)=CN=C1. (4) Given the product [CH3:26][C:25]1([CH3:27])[C:18]2[C:19]3[N:20]([C:21](=[O:22])[C:12]([O:11][CH2:10][C@H:4]([OH:5])[C@@H:3]([OH:7])[CH2:2][OH:1])=[N:13][C:14]=3[CH:15]=[CH:16][CH:17]=2)[CH2:23][CH2:24]1, predict the reactants needed to synthesize it. The reactants are: [OH:1][CH2:2][C@@H:3]1[O:7]C(C)(C)[O:5][C@H:4]1[CH2:10][O:11][C:12]1[C:21](=[O:22])[N:20]2[CH2:23][CH2:24][C:25]([CH3:27])([CH3:26])[C:18]3[C:19]2=[C:14]([CH:15]=[CH:16][CH:17]=3)[N:13]=1. (5) Given the product [Cl:1][C:2]1[CH:11]=[C:10]2[C:5]([C:6]([N:20]3[CH2:25][CH2:24][NH:23][CH2:22][CH2:21]3)=[CH:7][C:8]([NH2:12])=[N:9]2)=[CH:4][CH:3]=1, predict the reactants needed to synthesize it. The reactants are: [Cl:1][C:2]1[CH:11]=[C:10]2[C:5]([C:6]([N:20]3[CH2:25][CH2:24][N:23](C(OC(C)(C)C)=O)[CH2:22][CH2:21]3)=[CH:7][C:8]([NH:12]C(OC(C)(C)C)=O)=[N:9]2)=[CH:4][CH:3]=1.C(O)(C(F)(F)F)=O.